Task: Predict the reactants needed to synthesize the given product.. Dataset: Full USPTO retrosynthesis dataset with 1.9M reactions from patents (1976-2016) (1) Given the product [CH3:23][O:22][C:18]1[CH:17]=[C:16]2[C:21]([C:12]([NH:11][C:9](=[O:10])[NH:8][C:6]3[N:7]=[C:2]([N:30]4[CH2:29][C@@H:28]5[CH2:24][N:25]([C:32]([O:34][C:35]([CH3:38])([CH3:37])[CH3:36])=[O:33])[CH2:26][C@@H:27]5[CH2:31]4)[CH:3]=[N:4][CH:5]=3)=[CH:13][CH:14]=[N:15]2)=[CH:20][CH:19]=1, predict the reactants needed to synthesize it. The reactants are: Br[C:2]1[N:7]=[C:6]([NH:8][C:9]([NH:11][C:12]2[C:21]3[C:16](=[CH:17][C:18]([O:22][CH3:23])=[CH:19][CH:20]=3)[N:15]=[CH:14][CH:13]=2)=[O:10])[CH:5]=[N:4][CH:3]=1.[CH2:24]1[C@@H:28]2[CH2:29][NH:30][CH2:31][C@@H:27]2[CH2:26][N:25]1[C:32]([O:34][C:35]([CH3:38])([CH3:37])[CH3:36])=[O:33]. (2) Given the product [NH2:16][C:17]1[CH:24]=[CH:23][C:20]([CH2:21][NH:22][CH:3]=[C:4]2[C:13]3[C:8](=[CH:9][CH:10]=[CH:11][CH:12]=3)[C:7](=[O:14])[NH:6][C:5]2=[O:15])=[CH:19][CH:18]=1, predict the reactants needed to synthesize it. The reactants are: CO[CH:3]=[C:4]1[C:13]2[C:8](=[CH:9][CH:10]=[CH:11][CH:12]=2)[C:7](=[O:14])[NH:6][C:5]1=[O:15].[NH2:16][C:17]1[CH:24]=[CH:23][C:20]([CH2:21][NH2:22])=[CH:19][CH:18]=1. (3) Given the product [CH:13]1([C:16]2[O:12][C:11]3[C:3](=[C:4]([C:5]([OH:7])=[O:6])[CH:8]=[CH:9][CH:10]=3)[N:2]=2)[CH2:15][CH2:14]1, predict the reactants needed to synthesize it. The reactants are: Br.[NH2:2][C:3]1[C:11]([OH:12])=[CH:10][CH:9]=[CH:8][C:4]=1[C:5]([OH:7])=[O:6].[CH:13]1([C:16](Cl)=O)[CH2:15][CH2:14]1.C(N(CC)CC)C.O.C1(C)C=CC(S(O)(=O)=O)=CC=1. (4) Given the product [C:25]1([C:22]2[CH:23]=[CH:24][C:18]3[O:17][C:16]([CH2:15][O:14][C:12]([NH:11][C:10]4[CH:9]=[CH:8][C:7]([C:31]5[CH:32]=[CH:33][CH:34]=[CH:35][CH:36]=5)=[CH:6][C:5]=4[C:3]([OH:4])=[O:2])=[O:13])=[CH:20][C:19]=3[CH:21]=2)[CH:30]=[CH:29][CH:28]=[CH:27][CH:26]=1, predict the reactants needed to synthesize it. The reactants are: C[O:2][C:3]([C:5]1[CH:6]=[C:7]([C:31]2[CH:36]=[CH:35][CH:34]=[CH:33][CH:32]=2)[CH:8]=[CH:9][C:10]=1[NH:11][C:12]([O:14][CH2:15][C:16]1[O:17][C:18]2[CH:24]=[CH:23][C:22]([C:25]3[CH:30]=[CH:29][CH:28]=[CH:27][CH:26]=3)=[CH:21][C:19]=2[CH:20]=1)=[O:13])=[O:4].O.[OH-].[Li+].Cl. (5) Given the product [CH2:1]([O:8][C@@H:9]1[C@@H:15]([O:16][CH2:17][C:18]2[CH:19]=[CH:20][CH:21]=[CH:22][CH:23]=2)[C@H:14]([O:24][CH2:25][C:26]2[CH:31]=[CH:30][CH:29]=[CH:28][CH:27]=2)[C@@H:13]([CH2:32][O:33][CH2:34][C:35]2[CH:40]=[CH:39][CH:38]=[CH:37][CH:36]=2)[O:12][C@H:10]1[C:41]1[CH:46]=[C:45]([CH2:47][C:49]2[CH:50]=[CH:51][C:52]([Br:55])=[CH:53][CH:54]=2)[C:44]([CH3:56])=[CH:43][C:42]=1[O:57][CH2:58][C:59]1[CH:60]=[CH:61][CH:62]=[CH:63][CH:64]=1)[C:2]1[CH:7]=[CH:6][CH:5]=[CH:4][CH:3]=1, predict the reactants needed to synthesize it. The reactants are: [CH2:1]([O:8][C@@H:9]1[C@@H:15]([O:16][CH2:17][C:18]2[CH:23]=[CH:22][CH:21]=[CH:20][CH:19]=2)[C@H:14]([O:24][CH2:25][C:26]2[CH:31]=[CH:30][CH:29]=[CH:28][CH:27]=2)[C@@H:13]([CH2:32][O:33][CH2:34][C:35]2[CH:40]=[CH:39][CH:38]=[CH:37][CH:36]=2)[O:12][C:10]1([C:41]1[CH:46]=[C:45]([CH:47]([C:49]2[CH:54]=[CH:53][C:52]([Br:55])=[CH:51][CH:50]=2)O)[C:44]([CH3:56])=[CH:43][C:42]=1[O:57][CH2:58][C:59]1[CH:64]=[CH:63][CH:62]=[CH:61][CH:60]=1)O)[C:2]1[CH:7]=[CH:6][CH:5]=[CH:4][CH:3]=1.[SiH](CC)(CC)CC.B(F)(F)F.CCOCC.C(=O)(O)[O-].[Na+]. (6) The reactants are: [CH2:1]([C@H:8]1[CH2:13][N:12]([C:14]2[CH:19]=[CH:18][C:17]([O:20][CH3:21])=[C:16]([O:22][CH:23]3[CH2:27][CH2:26][CH2:25][CH2:24]3)[CH:15]=2)[CH2:11][CH2:10][N:9]1[C:28](=[O:36])[CH2:29][CH2:30][C:31]([O:33]CC)=[O:32])[C:2]1[CH:7]=[CH:6][CH:5]=[CH:4][CH:3]=1.[Li+].[OH-]. Given the product [CH2:1]([C@H:8]1[CH2:13][N:12]([C:14]2[CH:19]=[CH:18][C:17]([O:20][CH3:21])=[C:16]([O:22][CH:23]3[CH2:27][CH2:26][CH2:25][CH2:24]3)[CH:15]=2)[CH2:11][CH2:10][N:9]1[C:28](=[O:36])[CH2:29][CH2:30][C:31]([OH:33])=[O:32])[C:2]1[CH:7]=[CH:6][CH:5]=[CH:4][CH:3]=1, predict the reactants needed to synthesize it. (7) Given the product [NH2:21][C:18]([CH3:20])([CH3:19])[CH2:17][C:16]([N:15]([CH2:30][C@H:31]1[C:36](=[O:37])[NH:35][C@@H:34]([CH2:38][C:39]2[CH:48]=[CH:47][C:46]3[C:41](=[CH:42][CH:43]=[CH:44][CH:45]=3)[CH:40]=2)[C:33](=[O:49])[N:32]1[CH2:50][C:51]1[CH:52]=[CH:53][C:54]([C:57]2[CH:58]=[CH:59][CH:60]=[CH:61][CH:62]=2)=[CH:55][CH:56]=1)[CH2:14][CH:11]1[CH2:12][CH2:13][NH:8][CH2:9][CH2:10]1)=[O:29], predict the reactants needed to synthesize it. The reactants are: C(OC([N:8]1[CH2:13][CH2:12][CH:11]([CH2:14][N:15]([CH2:30][C@H:31]2[C:36](=[O:37])[NH:35][C@@H:34]([CH2:38][C:39]3[CH:48]=[CH:47][C:46]4[C:41](=[CH:42][CH:43]=[CH:44][CH:45]=4)[CH:40]=3)[C:33](=[O:49])[N:32]2[CH2:50][C:51]2[CH:56]=[CH:55][C:54]([C:57]3[CH:62]=[CH:61][CH:60]=[CH:59][CH:58]=3)=[CH:53][CH:52]=2)[C:16](=[O:29])[CH2:17][C:18]([NH:21]C(OC(C)(C)C)=O)([CH3:20])[CH3:19])[CH2:10][CH2:9]1)=O)(C)(C)C.FC(F)(F)C(O)=O. (8) Given the product [Br:31][C:32]1[CH:33]=[CH:34][C:35]2[C:41]3[S:42][C:43]([C:45](=[O:54])[CH2:46][C:47]4[CH:52]=[CH:51][CH:50]=[CH:49][C:48]=4[Cl:53])=[CH:44][C:40]=3[CH2:39][CH2:38][O:37][C:36]=2[CH:55]=1.[Br:12][CH:46]([C:47]1[CH:52]=[CH:51][CH:50]=[CH:49][C:48]=1[Cl:53])[C:45]([C:43]1[S:42][C:41]2[C:35]3[CH:34]=[CH:33][C:32]([Br:31])=[CH:55][C:36]=3[O:37][CH2:38][CH2:39][C:40]=2[CH:44]=1)=[O:54], predict the reactants needed to synthesize it. The reactants are: ClC1C=CC=CC=1CC(O)=O.[Br:12]C1C=CC2C3SC(C(OC)=O)=CC=3CCOC=2C=1.[Br:31][C:32]1[CH:33]=[CH:34][C:35]2[C:41]3[S:42][C:43]([C:45](=[O:54])[CH2:46][C:47]4[CH:52]=[CH:51][CH:50]=[CH:49][C:48]=4[Cl:53])=[CH:44][C:40]=3[CH2:39][CH2:38][O:37][C:36]=2[CH:55]=1.C(O)(=O)C. (9) Given the product [NH2:2][C:1]1[C:3]2[C:4](=[N:5][C:6]([CH:26]3[CH2:28][CH2:27]3)=[CH:7][C:8]=2[C:9]2[CH:10]=[CH:11][C:12]([NH:15][C:16]([NH:18][C:19]3[CH:24]=[CH:23][CH:22]=[CH:21][C:20]=3[F:25])=[O:37])=[CH:13][CH:14]=2)[NH:39][N:38]=1, predict the reactants needed to synthesize it. The reactants are: [C:1]([C:3]1[C:4](OS(C(F)(F)F)(=O)=O)=[N:5][C:6]([CH:26]2[CH2:28][CH2:27]2)=[CH:7][C:8]=1[C:9]1[CH:14]=[CH:13][C:12]([NH:15][C:16]([NH:18][C:19]2[CH:24]=[CH:23][CH:22]=[CH:21][C:20]=2[F:25])=O)=[CH:11][CH:10]=1)#[N:2].[OH2:37].[NH2:38][NH2:39].